This data is from Forward reaction prediction with 1.9M reactions from USPTO patents (1976-2016). The task is: Predict the product of the given reaction. (1) Given the reactants [CH3:1][O:2][C:3]1[CH:23]=[CH:22][C:6]2[N:7]=[C:8]([NH:10][C:11]([C:13]3[CH:21]=[CH:20][C:16]([C:17](O)=[O:18])=[CH:15][CH:14]=3)=[O:12])[S:9][C:5]=2[CH:4]=1.[CH2:24]([NH2:31])[C:25]1[CH:30]=[CH:29][CH:28]=[CH:27][CH:26]=1.C(P1(=O)OP(CCC)(=O)OP(CCC)(=O)O1)CC, predict the reaction product. The product is: [CH2:24]([NH:31][C:17](=[O:18])[C:16]1[CH:20]=[CH:21][C:13]([C:11]([NH:10][C:8]2[S:9][C:5]3[CH:4]=[C:3]([O:2][CH3:1])[CH:23]=[CH:22][C:6]=3[N:7]=2)=[O:12])=[CH:14][CH:15]=1)[C:25]1[CH:30]=[CH:29][CH:28]=[CH:27][CH:26]=1. (2) Given the reactants FC(F)(F)[C:3]([OH:5])=O.[Cl:8][C:9]1[CH:10]=[C:11]([C:29]2[CH:34]=[CH:33][C:32]([C:35]([N:37]3[CH2:42][CH2:41][CH:40]([C:43]([F:46])([F:45])[F:44])[CH2:39][CH2:38]3)=[O:36])=[CH:31][CH:30]=2)[CH:12]=[C:13]([Cl:28])[C:14]=1[CH2:15][C@@H:16]1[CH2:20][CH2:19][N:18]([CH:21]2[CH2:26][CH2:25][NH:24][CH2:23][CH2:22]2)[C:17]1=[O:27].C(=O)([O-])[O-].[K+].[K+].C[Si]([N:57]=[C:58]=O)(C)C, predict the reaction product. The product is: [CH3:58][NH:57][C:3]([N:24]1[CH2:23][CH2:22][CH:21]([N:18]2[CH2:19][CH2:20][C@@H:16]([CH2:15][C:14]3[C:9]([Cl:8])=[CH:10][C:11]([C:29]4[CH:30]=[CH:31][C:32]([C:35]([N:37]5[CH2:38][CH2:39][CH:40]([C:43]([F:46])([F:44])[F:45])[CH2:41][CH2:42]5)=[O:36])=[CH:33][CH:34]=4)=[CH:12][C:13]=3[Cl:28])[C:17]2=[O:27])[CH2:26][CH2:25]1)=[O:5]. (3) Given the reactants [Cl:1][C:2]1[CH:7]=[CH:6][CH:5]=[C:4]([Cl:8])[C:3]=1[C:9]1[C:13]([CH2:14][O:15][C:16]2[CH:17]=[C:18]3[C:22](=[CH:23][CH:24]=2)[NH:21][CH:20]=[CH:19]3)=[C:12]([CH:25]([CH3:27])[CH3:26])[O:11][N:10]=1.C(N(CC)C(C)C)(C)C.[CH3:37][O:38][C:39](=[O:48])[C:40]1[CH:45]=[CH:44][CH:43]=[C:42]([CH2:46]Br)[CH:41]=1.[Cl-].[NH4+], predict the reaction product. The product is: [Cl:1][C:2]1[CH:7]=[CH:6][CH:5]=[C:4]([Cl:8])[C:3]=1[C:9]1[C:13]([CH2:14][O:15][C:16]2[CH:17]=[C:18]3[C:22](=[CH:23][CH:24]=2)[NH:21][CH:20]=[C:19]3[CH2:46][C:42]2[CH:41]=[C:40]([CH:45]=[CH:44][CH:43]=2)[C:39]([O:38][CH3:37])=[O:48])=[C:12]([CH:25]([CH3:27])[CH3:26])[O:11][N:10]=1. (4) Given the reactants [NH2:1][C:2]1[N:7]=[C:6]([C:8]2[O:9][CH:10]=[CH:11][CH:12]=2)[C:5]([C:13]2[CH:18]=[CH:17][N:16]=[CH:15][CH:14]=2)=[CH:4][C:3]=1[NH:19][C:20]([CH:22]1[CH2:24][CH2:23]1)=O, predict the reaction product. The product is: [CH:22]1([C:20]2[NH:1][C:2]3=[N:7][C:6]([C:8]4[O:9][CH:10]=[CH:11][CH:12]=4)=[C:5]([C:13]4[CH:18]=[CH:17][N:16]=[CH:15][CH:14]=4)[CH:4]=[C:3]3[N:19]=2)[CH2:24][CH2:23]1.